Task: Regression. Given a peptide amino acid sequence and an MHC pseudo amino acid sequence, predict their binding affinity value. This is MHC class II binding data.. Dataset: Peptide-MHC class II binding affinity with 134,281 pairs from IEDB (1) The peptide sequence is LPADLMIRIIAQGPK. The MHC is DRB1_1201 with pseudo-sequence DRB1_1201. The binding affinity (normalized) is 0.488. (2) The peptide sequence is QDELIGRGRVSPGNG. The MHC is DRB1_1101 with pseudo-sequence DRB1_1101. The binding affinity (normalized) is 0.384. (3) The peptide sequence is FYVWDFAEKFKEDVI. The MHC is DRB1_1501 with pseudo-sequence DRB1_1501. The binding affinity (normalized) is 0.0486. (4) The peptide sequence is LQGLRYFIMAYVNQA. The MHC is DRB1_1101 with pseudo-sequence DRB1_1101. The binding affinity (normalized) is 0.326.